This data is from Full USPTO retrosynthesis dataset with 1.9M reactions from patents (1976-2016). The task is: Predict the reactants needed to synthesize the given product. (1) Given the product [Br:1][C:2]1[CH:3]=[CH:4][C:5]([N:8]2[CH2:13][CH2:12][NH:11][CH2:10][CH2:9]2)=[CH:6][CH:7]=1, predict the reactants needed to synthesize it. The reactants are: [Br:1][C:2]1[CH:7]=[CH:6][C:5]([N:8]2[CH2:13][CH2:12][N:11](C(OC(C)(C)C)=O)[CH2:10][CH2:9]2)=[CH:4][CH:3]=1.FC(F)(F)C(O)=O. (2) Given the product [CH:1]([C:4]1[CH:5]=[CH:6][C:7]([NH2:10])=[N:8][CH:9]=1)([CH3:3])[CH3:2], predict the reactants needed to synthesize it. The reactants are: [C:1]([C:4]1[CH:5]=[CH:6][C:7]([NH2:10])=[N:8][CH:9]=1)([CH3:3])=[CH2:2]. (3) Given the product [CH3:17][C:18]([NH:26][C:14]([C:12]1[CH:11]=[CH:10][CH:9]=[C:8]([C:4]2[CH:5]=[CH:6][CH:7]=[C:2]([Cl:1])[CH:3]=2)[N:13]=1)=[O:16])([C:20]1[O:24][N:23]=[C:22]([CH3:25])[CH:21]=1)[CH3:19], predict the reactants needed to synthesize it. The reactants are: [Cl:1][C:2]1[CH:3]=[C:4]([C:8]2[N:13]=[C:12]([C:14]([OH:16])=O)[CH:11]=[CH:10][CH:9]=2)[CH:5]=[CH:6][CH:7]=1.[CH3:17][C:18]([NH2:26])([C:20]1[O:24][N:23]=[C:22]([CH3:25])[CH:21]=1)[CH3:19]. (4) Given the product [CH2:23]([O:22][C:20](=[O:21])[CH2:19][O:11][N:10]=[C:8]([C:5]1[CH:4]=[CH:3][C:2]([F:1])=[CH:7][CH:6]=1)[CH3:9])[CH3:24], predict the reactants needed to synthesize it. The reactants are: [F:1][C:2]1[CH:7]=[CH:6][C:5]([C:8](=[N:10][OH:11])[CH3:9])=[CH:4][CH:3]=1.C(=O)([O-])[O-].[Cs+].[Cs+].Br[CH2:19][C:20]([O:22][CH2:23][CH3:24])=[O:21].[I-].[K+]. (5) The reactants are: N[C:2]1[C:6]([C@H:7]2[C@H:14]3[C@H:10]([O:11][C:12]([CH3:16])([CH3:15])[O:13]3)[C@@H:9]([CH2:17][O:18][Si:19]([C:32]([CH3:35])([CH3:34])[CH3:33])([C:26]3[CH:31]=[CH:30][CH:29]=[CH:28][CH:27]=3)[C:20]3[CH:25]=[CH:24][CH:23]=[CH:22][CH:21]=3)[O:8]2)=[CH:5][O:4][C:3]=1[C:36]#[N:37].C(O)(=O)C.[CH:42]([NH2:44])=[NH:43]. Given the product [Si:19]([O:18][CH2:17][C@@H:9]1[C@H:10]2[O:11][C:12]([CH3:16])([CH3:15])[O:13][C@H:14]2[C@H:7]([C:6]2[C:2]3[N:43]=[CH:42][N:44]=[C:36]([NH2:37])[C:3]=3[O:4][CH:5]=2)[O:8]1)([C:32]([CH3:35])([CH3:34])[CH3:33])([C:26]1[CH:27]=[CH:28][CH:29]=[CH:30][CH:31]=1)[C:20]1[CH:25]=[CH:24][CH:23]=[CH:22][CH:21]=1, predict the reactants needed to synthesize it.